This data is from TCR-epitope binding with 47,182 pairs between 192 epitopes and 23,139 TCRs. The task is: Binary Classification. Given a T-cell receptor sequence (or CDR3 region) and an epitope sequence, predict whether binding occurs between them. (1) The epitope is LPRRSGAAGA. The TCR CDR3 sequence is CASSQDIVGTGKGYTF. Result: 1 (the TCR binds to the epitope). (2) The epitope is TSNQVAVLY. The TCR CDR3 sequence is CATSDSGSYEQYF. Result: 0 (the TCR does not bind to the epitope).